From a dataset of Forward reaction prediction with 1.9M reactions from USPTO patents (1976-2016). Predict the product of the given reaction. (1) Given the reactants [CH2:1]([O:3][C:4](=[O:8])[CH2:5][C:6]#[N:7])[CH3:2].C(N(CC)CC)C.[CH:16]1([N:19]=[C:20]=[S:21])[CH2:18][CH2:17]1.Cl, predict the reaction product. The product is: [CH2:1]([O:3][C:4](=[O:8])[CH:5]([C:6]#[N:7])[C:20](=[S:21])[NH:19][CH:16]1[CH2:18][CH2:17]1)[CH3:2]. (2) Given the reactants [C:1]([O:5][C:6]1[CH:30]=[CH:29][C:28]([C:31]([F:34])([F:33])[F:32])=[CH:27][C:7]=1[CH2:8][NH:9][C:10]([C@:12]1([CH:24]([CH3:26])[CH3:25])[CH2:16][CH:15]([N:17]2C(C)=CC=C2C)[CH:14]=[CH:13]1)=[O:11])([CH3:4])([CH3:3])[CH3:2].Cl.ON.[OH-].[Na+], predict the reaction product. The product is: [NH2:17][CH:15]1[CH2:16][C@@:12]([CH:24]([CH3:26])[CH3:25])([C:10]([NH:9][CH2:8][C:7]2[CH:27]=[C:28]([C:31]([F:33])([F:34])[F:32])[CH:29]=[CH:30][C:6]=2[O:5][C:1]([CH3:3])([CH3:2])[CH3:4])=[O:11])[CH:13]=[CH:14]1. (3) Given the reactants [Cl:1][C:2]1[N:10]=[C:9]2[C:5]([N:6]=[CH:7][NH:8]2)=[C:4](Cl)[N:3]=1.[C:12]([O:16][C:17](=[O:26])[NH:18][CH:19]1[CH2:24][CH2:23][CH2:22][CH:21]([NH2:25])[CH2:20]1)([CH3:15])([CH3:14])[CH3:13].CCN(C(C)C)C(C)C.O, predict the reaction product. The product is: [C:12]([O:16][C:17](=[O:26])[NH:18][CH:19]1[CH2:24][CH2:23][CH2:22][CH:21]([NH:25][C:4]2[N:3]=[C:2]([Cl:1])[N:10]=[C:9]3[C:5]=2[N:6]=[CH:7][NH:8]3)[CH2:20]1)([CH3:15])([CH3:13])[CH3:14]. (4) Given the reactants Cl[C:2]1[N:7]=[C:6]([C:8]2[S:12][C:11]([CH:13]([CH3:15])[CH3:14])=[N:10][C:9]=2[C:16]2[CH:17]=[C:18]([NH:22][S:23]([C:26]3[CH:31]=[CH:30][CH:29]=[C:28]([F:32])[CH:27]=3)(=[O:25])=[O:24])[CH:19]=[CH:20][CH:21]=2)[CH:5]=[CH:4][N:3]=1.[CH:33]1([NH2:36])[CH2:35][CH2:34]1.C([O-])([O-])=O.[K+].[K+], predict the reaction product. The product is: [CH:33]1([NH:36][C:2]2[N:7]=[C:6]([C:8]3[S:12][C:11]([CH:13]([CH3:15])[CH3:14])=[N:10][C:9]=3[C:16]3[CH:17]=[C:18]([NH:22][S:23]([C:26]4[CH:31]=[CH:30][CH:29]=[C:28]([F:32])[CH:27]=4)(=[O:25])=[O:24])[CH:19]=[CH:20][CH:21]=3)[CH:5]=[CH:4][N:3]=2)[CH2:35][CH2:34]1. (5) Given the reactants [N+:1]([C:4]1[CH:9]=[CH:8][CH:7]=[CH:6][C:5]=1[S:10](Cl)(=[O:12])=[O:11])([O-:3])=[O:2].[S:14]1[C:18]2[CH:19]=[CH:20][CH:21]=[C:22]([NH2:23])[C:17]=2[N:16]=[CH:15]1.[N+](C1C2N=CSC=2C=CC=1)([O-])=O.N1C=CC=CC=1, predict the reaction product. The product is: [S:14]1[C:18]2[CH:19]=[CH:20][CH:21]=[C:22]([NH:23][S:10]([C:5]3[CH:6]=[CH:7][CH:8]=[CH:9][C:4]=3[N+:1]([O-:3])=[O:2])(=[O:12])=[O:11])[C:17]=2[N:16]=[CH:15]1. (6) Given the reactants [CH3:1][O:2][C:3]1[C:4]([N+:11]([O-])=O)=[C:5]([CH:8]=[CH:9][CH:10]=1)[CH:6]=[O:7].CCO, predict the reaction product. The product is: [NH2:11][C:4]1[C:3]([O:2][CH3:1])=[CH:10][CH:9]=[CH:8][C:5]=1[CH:6]=[O:7].